This data is from Full USPTO retrosynthesis dataset with 1.9M reactions from patents (1976-2016). The task is: Predict the reactants needed to synthesize the given product. Given the product [C:1](=[N:4][O:5][CH:6]([CH3:12])[C:7]([OH:9])=[O:8])([CH3:3])[CH3:2], predict the reactants needed to synthesize it. The reactants are: [C:1](=[N:4][O:5][CH:6]([CH3:12])[C:7]([O:9]CC)=[O:8])([CH3:3])[CH3:2].[OH-].[Na+].Cl.